Dataset: Full USPTO retrosynthesis dataset with 1.9M reactions from patents (1976-2016). Task: Predict the reactants needed to synthesize the given product. (1) Given the product [CH3:4][C:2]([CH:1]1[C:8](=[O:9])[O:10][C:11]1=[O:13])=[O:3], predict the reactants needed to synthesize it. The reactants are: [CH2:1]([C:8]([OH:10])=[O:9])[C:2]([CH2:4]C(O)=O)=[O:3].[C:11](OC(=O)C)(=[O:13])C. (2) The reactants are: [CH2:1]([C:5]1[CH:10]=[CH:9][C:8]([C@@H:11]([CH3:15])[C:12]([OH:14])=[O:13])=[CH:7][CH:6]=1)[CH:2]([CH3:4])[CH3:3].[CH3:16][N:17]([CH3:31])[CH2:18][CH:19]([CH3:30])[CH:20]([C:23]1[CH:24]=[C:25]([OH:29])[CH:26]=[CH:27][CH:28]=1)[CH2:21][CH3:22]. Given the product [CH2:1]([C:5]1[CH:6]=[CH:7][C:8]([C@@H:11]([CH3:15])[C:12]([O-:14])=[O:13])=[CH:9][CH:10]=1)[CH:2]([CH3:4])[CH3:3].[OH:29][C:25]1[CH:24]=[C:23]([CH:20]([CH2:21][CH3:22])[C@@H:19]([CH3:30])[CH2:18][NH+:17]([CH3:31])[CH3:16])[CH:28]=[CH:27][CH:26]=1, predict the reactants needed to synthesize it. (3) Given the product [F:14]/[C:15](/[C:31]1[CH:35]=[C:34]([CH3:36])[N:33]([CH2:6][C:7]2[CH:8]=[N:9][C:10]([F:13])=[CH:11][CH:12]=2)[N:32]=1)=[CH:16]\[C:17]1[CH:18]=[CH:19][C:20]([N:23]2[CH2:28][CH:27]([CH3:29])[O:26][CH:25]([CH3:30])[CH2:24]2)=[N:21][CH:22]=1, predict the reactants needed to synthesize it. The reactants are: CS(O[CH2:6][C:7]1[CH:8]=[N:9][C:10]([F:13])=[CH:11][CH:12]=1)(=O)=O.[F:14]/[C:15](/[C:31]1[CH:35]=[C:34]([CH3:36])[NH:33][N:32]=1)=[CH:16]\[C:17]1[CH:18]=[CH:19][C:20]([N:23]2[CH2:28][CH:27]([CH3:29])[O:26][CH:25]([CH3:30])[CH2:24]2)=[N:21][CH:22]=1.CC(C)([O-])C.[K+].C(OCC)(=O)C. (4) Given the product [NH2:17][CH2:9][C:8]1[C:3]([O:2][CH3:1])=[N:4][CH:5]=[CH:6][CH:7]=1, predict the reactants needed to synthesize it. The reactants are: [CH3:1][O:2][C:3]1[C:8]([CH:9]=O)=[CH:7][CH:6]=[CH:5][N:4]=1.C([O-])(=O)C.[NH4+].C([BH3-])#[N:17].[Na+]. (5) Given the product [C:1]([O:5][C:6]([N:8]1[CH2:13][CH2:12][CH:11]([C:14]2[CH:19]=[CH:18][CH:17]=[CH:16][C:15]=2[S:20][C:48]2[C:49]3[C:43](=[CH:44][CH:45]=[CH:46][CH:50]=3)[NH:38][CH:47]=2)[CH2:10][CH2:9]1)=[O:7])([CH3:4])([CH3:2])[CH3:3], predict the reactants needed to synthesize it. The reactants are: [C:1]([O:5][C:6]([N:8]1[CH2:13][CH2:12][CH:11]([C:14]2[CH:19]=[CH:18][CH:17]=[CH:16][C:15]=2[S:20][Si](C(C)C)(C(C)C)C(C)C)[CH2:10][CH2:9]1)=[O:7])([CH3:4])([CH3:3])[CH3:2].O.O.[F-].C([N+:38]([CH2:47][CH2:48][CH2:49][CH3:50])([CH2:43][CH2:44][CH2:45][CH3:46])CCCC)CCC.ClN1C(=O)CCC1=O.N1C2C(=CC=CC=2)C=C1.C([O-])(O)=O.[Na+]. (6) Given the product [CH2:40]([O:39][C:37](=[O:38])/[CH:36]=[CH:35]/[CH2:34][N:24]1[C:25]2[C:30](=[CH:29][CH:28]=[CH:27][CH:26]=2)[C:31]([CH3:32])([CH3:33])[CH:23]1/[CH:22]=[CH:21]/[CH:20]=[C:10]1/[N:9]([CH2:8]/[CH:7]=[CH:6]/[C:5]([O:4][CH2:2][CH3:3])=[O:42])[C:17]2[C:12]([C:11]/1([CH3:19])[CH3:18])=[CH:13][CH:14]=[CH:15][CH:16]=2)[CH3:41], predict the reactants needed to synthesize it. The reactants are: [Br-].[CH2:2]([O:4][C:5](=[O:42])/[CH:6]=[CH:7]/[CH2:8][N+:9]1[C:17]2[C:12](=[CH:13][CH:14]=[CH:15][CH:16]=2)[C:11]([CH3:19])([CH3:18])[C:10]=1/[CH:20]=[CH:21]/[CH:22]=[C:23]1/[N:24]([CH2:34]/[CH:35]=[CH:36]/[C:37]([O:39][CH2:40][CH3:41])=[O:38])[C:25]2[C:30]([C:31]/1([CH3:33])[CH3:32])=[CH:29][CH:28]=[CH:27][CH:26]=2)[CH3:3].[BH4-].[Na+]. (7) Given the product [CH2:23]([O:22][C:20]([CH:16]1[CH2:17][CH2:18][CH2:19][N:14]([S:2]([C:5]2[CH:6]=[C:7]([CH:11]=[CH:12][CH:13]=2)[C:8]([OH:10])=[O:9])(=[O:4])=[O:3])[CH2:15]1)=[O:21])[CH3:24], predict the reactants needed to synthesize it. The reactants are: Cl[S:2]([C:5]1[CH:6]=[C:7]([CH:11]=[CH:12][CH:13]=1)[C:8]([OH:10])=[O:9])(=[O:4])=[O:3].[NH:14]1[CH2:19][CH2:18][CH2:17][CH:16]([C:20]([O:22][CH2:23][CH3:24])=[O:21])[CH2:15]1. (8) Given the product [C:44]1([CH3:54])[CH:49]=[CH:48][C:47]([S:50]([O:9][CH2:10][CH2:11][N:12]2[C:20]3[C:19]([NH:26][C:25]4[CH:27]=[CH:28][C:29]([O:30][C:31]5[C:36]6[C:37]([CH3:40])=[N:38][S:39][C:35]=6[CH:34]=[CH:33][CH:32]=5)=[C:23]([Cl:22])[CH:24]=4)=[N:18][CH:17]=[N:16][C:15]=3[CH:14]=[CH:13]2)(=[O:52])=[O:51])=[CH:46][CH:45]=1, predict the reactants needed to synthesize it. The reactants are: C([O:9][CH2:10][CH2:11][N:12]1[C:20]2[C:19](Cl)=[N:18][CH:17]=[N:16][C:15]=2[CH:14]=[CH:13]1)(=O)C1C=CC=CC=1.[Cl:22][C:23]1[CH:24]=[C:25]([CH:27]=[CH:28][C:29]=1[O:30][C:31]1[C:36]2[C:37]([CH3:40])=[N:38][S:39][C:35]=2[CH:34]=[CH:33][CH:32]=1)[NH2:26].[OH-].[Na+].O.[C:44]1([CH3:54])[CH:49]=[CH:48][C:47]([S:50](O)(=[O:52])=[O:51])=[CH:46][CH:45]=1. (9) Given the product [CH3:14][O:13][C:6]1[CH:7]=[CH:8][C:9]([O:11][CH3:12])=[CH:10][C:5]=1[OH:4], predict the reactants needed to synthesize it. The reactants are: C([O:4][C:5]1[CH:10]=[C:9]([O:11][CH3:12])[CH:8]=[CH:7][C:6]=1[O:13][CH3:14])(=O)C.[OH-].[Na+].OS([O-])(=O)=O.[Na+]. (10) Given the product [F:1][C:2]1[C:3]([C:9]2[CH:14]=[C:13]([NH2:15])[CH:12]=[CH:11][N:10]=2)=[N:4][C:5]([CH3:8])=[CH:6][CH:7]=1, predict the reactants needed to synthesize it. The reactants are: [F:1][C:2]1[C:3]([C:9]2[CH:14]=[C:13]([N:15]3C(=O)C4C(=CC=CC=4)C3=O)[CH:12]=[CH:11][N:10]=2)=[N:4][C:5]([CH3:8])=[CH:6][CH:7]=1.CNN.